This data is from CYP2C9 inhibition data for predicting drug metabolism from PubChem BioAssay. The task is: Regression/Classification. Given a drug SMILES string, predict its absorption, distribution, metabolism, or excretion properties. Task type varies by dataset: regression for continuous measurements (e.g., permeability, clearance, half-life) or binary classification for categorical outcomes (e.g., BBB penetration, CYP inhibition). Dataset: cyp2c9_veith. The molecule is COc1ccc2[nH]cc(CCNc3ccnc(-c4ccc(C(=O)N(C)C)cc4)n3)c2c1. The result is 0 (non-inhibitor).